Task: Binary Classification. Given a miRNA mature sequence and a target amino acid sequence, predict their likelihood of interaction.. Dataset: Experimentally validated miRNA-target interactions with 360,000+ pairs, plus equal number of negative samples (1) The miRNA is hsa-miR-181b-5p with sequence AACAUUCAUUGCUGUCGGUGGGU. The protein sequence of the target gene is MKENKENSSPSVTSANLDHTKPCWYWDKKDLAHTPSQLEGLDPATEARYRREGARFIFDVGTRLGLHYDTLATGIIYFHRFYMFHSFKQFPRYVTGACCLFLAGKVEETPKKCKDIIKTARSLLNDVQFGQFGDDPKEEVMVLERILLQTIKFDLQVEHPYQFLLKYAKQLKGDKNKIQKLVQMAWTFVNDSLCTTLSLQWEPEIIAVAVMYLAGRLCKFEIQEWTSKPMYRRWWEQFVQDVPVDVLEDICHQILDLYSQGKQQMPHHTPHQLQQPPSLQPTPQVPQVQQSQPSQSSEPS.... Result: 1 (interaction). (2) The miRNA is ssc-miR-150 with sequence UCUCCCAACCCUUGUACCAGUG. The protein sequence of the target gene is MTVATGDPVDEAAALPGHPQDTYDPEADHECCERVVINISGLRFETQLKTLAQFPETLLGDPKKRMRYFDPLRNEYFFDRNRPSFDAILYYYQSGGRLRRPVNVPLDIFSEEIRFYELGEEAMEMFREDEGYIKEEERPLPENEFQRQVWLLFEYPESSGPARIIAIVSVMVILISIVSFCLETLPIFRDENEDMHGGGVTFHTYSNSTIGYQQSTSFTDPFFIVETLCIIWFSFEFLVRFFACPSKAGFFTNIMNIIDIVAIIPYFITLGTELAEKPEDAQQGQQAMSLAILRVIRLVR.... Result: 0 (no interaction). (3) The miRNA is hsa-miR-4524a-3p with sequence UGAGACAGGCUUAUGCUGCUAU. The protein sequence of the target gene is MMKLKSNQTRTYDGDGYKKRAACLCFRSESEEEVLLVSSSRHPDRWIVPGGGMEPEEEPSVAAVREVCEEAGVKGTLGRLVGIFENQERKHRTYVYVLIVTEVLEDWEDSVNIGRKREWFKIEDAIKVLQYHKPVQASYFETLRQGYSANNGTPVVATTYSVSAQSSMSGIR. Result: 1 (interaction).